The task is: Predict the reactants needed to synthesize the given product.. This data is from Full USPTO retrosynthesis dataset with 1.9M reactions from patents (1976-2016). (1) The reactants are: Cl.[Br:2][C:3]1[CH:8]=[CH:7][C:6]([N:9]2[C:13]([CH2:14][C@@H:15]3[CH2:19][CH2:18][NH:17][CH2:16]3)=[N:12][NH:11][C:10]2=[O:20])=[C:5]([F:21])[CH:4]=1.CNN(NC)C(Cl)=[O:26].[CH:30]([N:33]([CH2:37]C)[CH:34](C)C)(C)C. Given the product [Br:2][C:3]1[CH:8]=[CH:7][C:6]([N:9]2[C:10](=[O:20])[NH:11][N:12]=[C:13]2[CH2:14][C@@H:15]2[CH2:19][CH2:18][N:17]([C:37]([N:33]([CH3:34])[CH3:30])=[O:26])[CH2:16]2)=[C:5]([F:21])[CH:4]=1, predict the reactants needed to synthesize it. (2) Given the product [N+:8]([C:5]1[CH:6]=[CH:7][C:2]([N:11]2[CH2:16][CH2:15][O:14][CH2:13][C@H:12]2[CH2:17][OH:18])=[CH:3][CH:4]=1)([O-:10])=[O:9], predict the reactants needed to synthesize it. The reactants are: F[C:2]1[CH:7]=[CH:6][C:5]([N+:8]([O-:10])=[O:9])=[CH:4][CH:3]=1.[NH:11]1[CH2:16][CH2:15][O:14][CH2:13][C@H:12]1[CH2:17][OH:18].C(=O)([O-])[O-].[K+].[K+]. (3) Given the product [CH2:15]([O:8][CH2:7][CH:5]1[CH2:4][O:3][C:2]([CH3:9])([CH3:1])[O:6]1)[C:16]1[CH:21]=[CH:20][CH:19]=[CH:18][CH:17]=1, predict the reactants needed to synthesize it. The reactants are: [CH3:1][C:2]1([CH3:9])[O:6][CH:5]([CH2:7][OH:8])[CH2:4][O:3]1.CO.C[O-].[Na+].[CH2:15](Cl)[C:16]1[CH:21]=[CH:20][CH:19]=[CH:18][CH:17]=1. (4) Given the product [Cl:22][C:23]1[CH:28]=[CH:27][C:26]([O:29][C:2]2[CH:3]=[CH:4][C:5]([CH2:20][CH3:21])=[C:6]([CH:8]3[C:13](=[O:14])[C:12]([CH3:16])([CH3:15])[O:11][C:10]([CH3:18])([CH3:17])[C:9]3=[O:19])[CH:7]=2)=[CH:25][CH:24]=1, predict the reactants needed to synthesize it. The reactants are: Br[C:2]1[CH:3]=[CH:4][C:5]([CH2:20][CH3:21])=[C:6]([CH:8]2[C:13](=[O:14])[C:12]([CH3:16])([CH3:15])[O:11][C:10]([CH3:18])([CH3:17])[C:9]2=[O:19])[CH:7]=1.[Cl:22][C:23]1[CH:28]=[CH:27][C:26]([OH:29])=[CH:25][CH:24]=1.N1C2C(=CC=C3C=2N=CC=C3)C=CC=1.P([O-])([O-])([O-])=O.[K+].[K+].[K+].Cl. (5) Given the product [Cl:2][C:1]([Cl:5])=[C:14]([C:8]1[CH:9]=[CH:10][C:11]([F:13])=[CH:12][C:7]=1[F:6])[C:15]([O:17][CH2:18][CH3:19])=[O:16], predict the reactants needed to synthesize it. The reactants are: [C:1]([Cl:5])(Cl)(Cl)[Cl:2].[F:6][C:7]1[CH:12]=[C:11]([F:13])[CH:10]=[CH:9][C:8]=1[C:14](=O)[C:15]([O:17][CH2:18][CH3:19])=[O:16].C1(P(C2C=CC=CC=2)C2C=CC=CC=2)C=CC=CC=1. (6) Given the product [NH:57]1[C:17]2[C:13](=[CH:12][C:11]([C:10]3[C:4]4[C:5](=[N:6][CH:7]=[C:2]([C:34]5[CH:33]=[CH:32][C:31]([NH:48][CH3:47])=[N:36][CH:35]=5)[CH:3]=4)[NH:8][CH:9]=3)=[CH:19][CH:18]=2)[CH:55]=[CH:56]1, predict the reactants needed to synthesize it. The reactants are: Br[C:2]1[CH:3]=[C:4]2[C:10]([C:11]3[CH:12]=[C:13]4[C:17](=[CH:18][CH:19]=3)NC=C4)=[CH:9][N:8](S(C3C=CC(C)=CC=3)(=O)=O)[C:5]2=[N:6][CH:7]=1.F[C:31]1[N:36]=[CH:35][C:34](B(O)O)=[CH:33][CH:32]=1.C([O-])([O-])=O.[Na+].[Na+].Cl.[CH3:47][NH2:48].C([O-])([O-])=O.[K+].[K+].[CH3:55][C:56]#[N:57]. (7) Given the product [CH3:21][O:20][C:17]1[CH:18]=[CH:19][C:14]([C:13]([O:28][CH2:29][C@H:30]2[O:34][C@@H:33]([N:35]3[CH:42]=[C:41]([CH3:43])[C:39](=[O:40])[NH:38][C:36]3=[O:37])[C@H:32]([O:44][Si:48]([C:51]([CH3:54])([CH3:53])[CH3:52])([CH3:50])[CH3:49])[C@@H:31]2[OH:45])([C:22]2[CH:23]=[CH:24][CH:25]=[CH:26][CH:27]=2)[C:12]2[CH:46]=[CH:47][C:9]([O:8][CH3:7])=[CH:10][CH:11]=2)=[CH:15][CH:16]=1, predict the reactants needed to synthesize it. The reactants are: N1C=CC=CC=1.[CH3:7][O:8][C:9]1[CH:47]=[CH:46][C:12]([C:13]([O:28][CH2:29][C@H:30]2[O:34][C@@H:33]([N:35]3[CH:42]=[C:41]([CH3:43])[C:39](=[O:40])[NH:38][C:36]3=[O:37])[C@H:32]([OH:44])[C@@H:31]2[OH:45])([C:22]2[CH:27]=[CH:26][CH:25]=[CH:24][CH:23]=2)[C:14]2[CH:19]=[CH:18][C:17]([O:20][CH3:21])=[CH:16][CH:15]=2)=[CH:11][CH:10]=1.[Si:48](Cl)([C:51]([CH3:54])([CH3:53])[CH3:52])([CH3:50])[CH3:49]. (8) Given the product [Cl:16][C:17]1[CH:18]=[CH:19][C:20]([C@H:23]2[C@@:25]3([C:33]4[C:28](=[CH:29][CH:30]=[CH:31][CH:32]=4)[N:27]([CH2:13][CH2:14][NH:10][CH2:9][CH2:8][N:6]4[CH2:7][CH:2]([CH3:1])[O:3][CH:4]([CH3:11])[CH2:5]4)[C:26]3=[O:34])[CH2:24]2)=[CH:21][CH:22]=1, predict the reactants needed to synthesize it. The reactants are: [CH3:1][CH:2]1[CH2:7][N:6]([CH2:8][CH2:9][NH2:10])[CH2:5][CH:4]([CH3:11])[O:3]1.Br[CH:13]=[CH:14]Br.[Cl:16][C:17]1[CH:22]=[CH:21][C:20]([C@@H:23]2[C@:25]3([C:33]4[C:28](=[CH:29][CH:30]=[CH:31][CH:32]=4)[NH:27][C:26]3=[O:34])[CH2:24]2)=[CH:19][CH:18]=1. (9) The reactants are: [CH2:1]([O:3][CH:4]([O:12][CH2:13][CH3:14])[C:5]1[CH:10]=[CH:9][CH:8]=[CH:7][C:6]=1Br)[CH3:2].C([Li])CCC.[F:20][C:21]1[CH:28]=[CH:27][CH:26]=[CH:25][C:22]=1C=O.[O:29]1CCC[CH2:30]1. Given the product [CH2:1]([O:3][CH:4]([O:12][CH2:13][CH3:14])[C:5]1[C:10]([C:22]2[CH:25]=[CH:26][CH:27]=[CH:28][C:21]=2[F:20])=[CH:9][CH:8]=[CH:7][C:6]=1[CH2:30][OH:29])[CH3:2], predict the reactants needed to synthesize it. (10) Given the product [Br:17][CH2:16][C:2](=[O:1])[CH2:3][CH2:4][N:5]1[C:13](=[O:14])[C:12]2[C:7](=[CH:8][CH:9]=[CH:10][CH:11]=2)[C:6]1=[O:15], predict the reactants needed to synthesize it. The reactants are: [O:1]=[C:2]([CH3:16])[CH2:3][CH2:4][N:5]1[C:13](=[O:14])[C:12]2[C:7](=[CH:8][CH:9]=[CH:10][CH:11]=2)[C:6]1=[O:15].[Br:17]Br.S(=O)(=O)(O)O.